From a dataset of Full USPTO retrosynthesis dataset with 1.9M reactions from patents (1976-2016). Predict the reactants needed to synthesize the given product. (1) Given the product [CH:1]1([CH:7]([C:19]2[O:20][C:21]([C:25]3[CH:30]=[CH:29][C:28]([C:31]([F:34])([F:32])[F:33])=[CH:27][CH:26]=3)=[CH:22][C:23]=2[CH3:24])[O:8][C:9]2[CH:10]=[CH:11][C:12]([C:13]([OH:15])=[O:14])=[CH:17][CH:18]=2)[CH2:6][CH2:5][CH2:4][CH2:3][CH2:2]1, predict the reactants needed to synthesize it. The reactants are: [CH:1]1([CH:7]([C:19]2[O:20][C:21]([C:25]3[CH:30]=[CH:29][C:28]([C:31]([F:34])([F:33])[F:32])=[CH:27][CH:26]=3)=[CH:22][C:23]=2[CH3:24])[O:8][C:9]2[CH:18]=[CH:17][C:12]([C:13]([O:15]C)=[O:14])=[CH:11][CH:10]=2)[CH2:6][CH2:5][CH2:4][CH2:3][CH2:2]1.[OH-].[Li+].O.Cl. (2) The reactants are: [C:1]([O:4][CH2:5][CH2:6]Br)(=[O:3])[CH3:2].[CH3:8][N:9]([CH3:17])[C:10]1[CH:11]=[C:12]([OH:16])[CH:13]=[CH:14][CH:15]=1.C([O-])([O-])=O.[K+].[K+]. Given the product [C:1]([O:4][CH2:5][CH2:6][O:16][C:12]1[CH:13]=[CH:14][CH:15]=[C:10]([N:9]([CH3:17])[CH3:8])[CH:11]=1)(=[O:3])[CH3:2], predict the reactants needed to synthesize it. (3) Given the product [C:25]([O:1][C:2]1[CH:11]=[C:10]2[C:5]([C:6](=[O:18])[C:7]([C:12]3[CH:17]=[CH:16][CH:15]=[CH:14][CH:13]=3)=[CH:8][O:9]2)=[CH:4][CH:3]=1)#[C:26][CH3:27], predict the reactants needed to synthesize it. The reactants are: [OH:1][C:2]1[CH:11]=[C:10]2[C:5]([C:6](=[O:18])[C:7]([C:12]3[CH:17]=[CH:16][CH:15]=[CH:14][CH:13]=3)=[CH:8][O:9]2)=[CH:4][CH:3]=1.C([O-])([O-])=O.[K+].[K+].[CH2:25](Br)[C:26]#[CH:27]. (4) Given the product [Si:27]([O:19][C:15]1[CH:14]=[CH:13][C:12]([CH2:11][N:6]2[C:7]3[CH:8]=[CH:9][CH:10]=[C:2]([NH2:1])[C:3]=3[C:4]([CH:20]3[CH2:22][CH2:21]3)=[N:5]2)=[N:17][C:16]=1[CH3:18])([C:23]([CH3:26])([CH3:25])[CH3:24])([CH3:29])[CH3:28], predict the reactants needed to synthesize it. The reactants are: [NH2:1][C:2]1[CH:10]=[CH:9][CH:8]=[C:7]2[C:3]=1[C:4]([CH:20]1[CH2:22][CH2:21]1)=[N:5][N:6]2[CH2:11][C:12]1[N:17]=[C:16]([CH3:18])[C:15]([OH:19])=[CH:14][CH:13]=1.[C:23]([Si:27](Cl)([CH3:29])[CH3:28])([CH3:26])([CH3:25])[CH3:24].N1C=CN=C1. (5) Given the product [Cl:1][C:2]1[C:3]([CH:8]=[O:9])=[N:4][S:5][C:6]=1[Cl:7], predict the reactants needed to synthesize it. The reactants are: [Cl:1][C:2]1[C:3]([CH2:8][OH:9])=[N:4][S:5][C:6]=1[Cl:7].[Cr](Cl)([O-])(=O)=O.[NH+]1C=CC=CC=1.